This data is from Forward reaction prediction with 1.9M reactions from USPTO patents (1976-2016). The task is: Predict the product of the given reaction. (1) Given the reactants C(OC([NH:8][C@H:9]([C:13]([O:15][CH2:16][CH2:17][C@@H:18]([C:43]1[C:48]([F:49])=[CH:47][CH:46]=[CH:45][C:44]=1[F:50])[NH:19][C:20]([C@H:22]1[N:26]([S:27]([C:30]2[CH:35]=[CH:34][C:33]([C:36]3[CH:41]=[CH:40][CH:39]=[CH:38][C:37]=3[F:42])=[CH:32][CH:31]=2)(=[O:29])=[O:28])[CH2:25][CH2:24][S:23]1)=[O:21])=[O:14])[CH:10]([CH3:12])[CH3:11])=O)(C)(C)C.Cl.CS(O)(=O)=O, predict the reaction product. The product is: [NH2:8][C@H:9]([C:13]([O:15][CH2:16][CH2:17][C@@H:18]([C:43]1[C:44]([F:50])=[CH:45][CH:46]=[CH:47][C:48]=1[F:49])[NH:19][C:20]([C@H:22]1[N:26]([S:27]([C:30]2[CH:35]=[CH:34][C:33]([C:36]3[CH:41]=[CH:40][CH:39]=[CH:38][C:37]=3[F:42])=[CH:32][CH:31]=2)(=[O:28])=[O:29])[CH2:25][CH2:24][S:23]1)=[O:21])=[O:14])[CH:10]([CH3:12])[CH3:11]. (2) Given the reactants [NH2:1][C:2]1[C:12]([CH:13]=[CH2:14])=[C:11]([CH:15]=O)[C:10]([C:17]([F:20])([F:19])[F:18])=[CH:9][C:3]=1[C:4]([O:6][CH2:7][CH3:8])=[O:5].[CH3:21][N:22]([C@H:30]1[CH2:35][CH2:34][CH2:33][NH:32][CH2:31]1)[C:23](=[O:29])[O:24][C:25]([CH3:28])([CH3:27])[CH3:26], predict the reaction product. The product is: [NH2:1][C:2]1[C:12]([CH:13]=[CH2:14])=[C:11]([CH2:15][N:32]2[CH2:33][CH2:34][CH2:35][C@H:30]([N:22]([CH3:21])[C:23]([O:24][C:25]([CH3:27])([CH3:26])[CH3:28])=[O:29])[CH2:31]2)[C:10]([C:17]([F:20])([F:19])[F:18])=[CH:9][C:3]=1[C:4]([O:6][CH2:7][CH3:8])=[O:5]. (3) Given the reactants [C:1](Cl)(=[O:8])[C:2]1[CH:7]=[CH:6][CH:5]=[CH:4][CH:3]=1.[Br:10][C:11]1[S:12][CH:13]=[CH:14][CH:15]=1.C(=S)=S, predict the reaction product. The product is: [Br:10][C:11]1[S:12][C:13]([C:1]([C:2]2[CH:7]=[CH:6][CH:5]=[CH:4][CH:3]=2)=[O:8])=[CH:14][CH:15]=1. (4) Given the reactants [CH3:1][O:2][C:3]1[CH:4]=[CH:5][C:6]([C:14](=O)[C:15]([CH3:21])([CH3:20])[C:16](OC)=[O:17])=[C:7]2[C:12]=1[N:11]=[C:10]([CH3:13])[CH:9]=[CH:8]2.O.[NH2:24][NH2:25], predict the reaction product. The product is: [CH3:1][O:2][C:3]1[CH:4]=[CH:5][C:6]([C:14]2[C:15]([CH3:21])([CH3:20])[C:16](=[O:17])[NH:25][N:24]=2)=[C:7]2[C:12]=1[N:11]=[C:10]([CH3:13])[CH:9]=[CH:8]2.